Predict the reactants needed to synthesize the given product. From a dataset of Full USPTO retrosynthesis dataset with 1.9M reactions from patents (1976-2016). (1) Given the product [F:58][C:59]1[CH:99]=[N:98][C:62]2[N:63]([C:83]3[CH:88]=[C:87]([C:42]4[CH:47]=[CH:46][CH:45]=[C:44]([OH:48])[C:43]=4[CH2:49][N:50]4[CH2:51][CH2:52][O:53][CH2:54][CH2:55]4)[CH:86]=[CH:85][CH:84]=3)[C:64](=[O:82])[N:65]([C@@H:68]3[CH2:69][CH2:70][C@H:71]([NH:74][C:75](=[O:81])[O:76][C:77]([CH3:80])([CH3:79])[CH3:78])[CH2:72][CH2:73]3)[C:66](=[O:67])[C:61]=2[CH:60]=1, predict the reactants needed to synthesize it. The reactants are: C1(P(C2CCCCC2)C2C=CC=CC=2C2C(OC)=CC=CC=2OC)CCCCC1.C(=O)([O-])[O-].[K+].[K+].FC(F)(F)S(O[C:42]1[CH:47]=[CH:46][CH:45]=[C:44]([OH:48])[C:43]=1[CH2:49][N:50]1[CH2:55][CH2:54][O:53][CH2:52][CH2:51]1)(=O)=O.[F:58][C:59]1[CH:99]=[N:98][C:62]2[N:63]([C:83]3[CH:88]=[CH:87][CH:86]=[C:85](B4OC(C)(C)C(C)(C)O4)[CH:84]=3)[C:64](=[O:82])[N:65]([CH:68]3[CH2:73][CH2:72][CH:71]([NH:74][C:75](=[O:81])[O:76][C:77]([CH3:80])([CH3:79])[CH3:78])[CH2:70][CH2:69]3)[C:66](=[O:67])[C:61]=2[CH:60]=1. (2) Given the product [I:11][C:9]1[N:8]=[C:7]2[C:3]([N:4]=[CH:5][N:6]2[CH2:12][C:13]2[CH:18]=[CH:17][CH:16]=[C:15]([CH2:19][C:20]([O:22][CH3:23])=[O:21])[CH:14]=2)=[C:2]([NH2:24])[N:10]=1, predict the reactants needed to synthesize it. The reactants are: Cl[C:2]1[N:10]=[C:9]([I:11])[N:8]=[C:7]2[C:3]=1[N:4]=[CH:5][N:6]2[CH2:12][C:13]1[CH:18]=[CH:17][CH:16]=[C:15]([CH2:19][C:20]([O:22][CH3:23])=[O:21])[CH:14]=1.[NH3:24]. (3) Given the product [Br:12][C:13]1[CH:14]=[CH:15][C:16]([O:1][C:2]2[CH:3]=[C:4]([CH2:8][C:9]([OH:11])=[O:10])[CH:5]=[CH:6][CH:7]=2)=[C:17]([CH:18]=[O:19])[CH:20]=1, predict the reactants needed to synthesize it. The reactants are: [OH:1][C:2]1[CH:3]=[C:4]([CH2:8][C:9]([OH:11])=[O:10])[CH:5]=[CH:6][CH:7]=1.[Br:12][C:13]1[CH:14]=[CH:15][C:16](F)=[C:17]([CH:20]=1)[CH:18]=[O:19].[H-].[Na+].Cl. (4) Given the product [F:1][C:2]1[CH:7]=[CH:6][C:5]([CH3:8])=[CH:4][C:3]=1[C:9]1[CH:14]=[C:13]([NH:15][C:16]2[CH:21]=[CH:20][N:19]=[C:18]3[CH:22]=[N:23][N:24]([CH:25]4[CH2:26][CH2:27][N:28]([S:38]([CH3:41])(=[O:40])=[O:39])[CH2:29][CH2:30]4)[C:17]=23)[CH:12]=[CH:11][N:10]=1, predict the reactants needed to synthesize it. The reactants are: [F:1][C:2]1[CH:7]=[CH:6][C:5]([CH3:8])=[CH:4][C:3]=1[C:9]1[CH:14]=[C:13]([NH:15][C:16]2[CH:21]=[CH:20][N:19]=[C:18]3[CH:22]=[N:23][N:24]([CH:25]4[CH2:30][CH2:29][NH:28][CH2:27][CH2:26]4)[C:17]=23)[CH:12]=[CH:11][N:10]=1.C(N(CC)CC)C.[S:38](Cl)([CH3:41])(=[O:40])=[O:39]. (5) Given the product [CH3:1][C:2]1[CH:3]=[C:4]([C:9]2[C:14]([CH:15]([CH2:20][CH2:21][CH3:22])[C:16]([OH:18])=[O:17])=[C:13]([CH3:23])[N:12]=[C:11]([C:24]3[CH:25]=[CH:26][CH:27]=[CH:28][CH:29]=3)[N:10]=2)[CH:5]=[CH:6][C:7]=1[CH3:8], predict the reactants needed to synthesize it. The reactants are: [CH3:1][C:2]1[CH:3]=[C:4]([C:9]2[C:14]([CH:15]([CH2:20][CH2:21][CH3:22])[C:16]([O:18]C)=[O:17])=[C:13]([CH3:23])[N:12]=[C:11]([C:24]3[CH:29]=[CH:28][CH:27]=[CH:26][CH:25]=3)[N:10]=2)[CH:5]=[CH:6][C:7]=1[CH3:8].[OH-].[Na+]. (6) Given the product [Cl:4][C:5]1[CH:6]=[C:7]([C:8]2[CH:33]=[C:32]([C:31]([OH:35])=[O:34])[O:3][N:2]=2)[CH:10]=[CH:11][C:12]=1[O:13][CH:14]([CH3:16])[CH3:15], predict the reactants needed to synthesize it. The reactants are: Cl.[NH2:2][OH:3].[Cl:4][C:5]1[CH:6]=[C:7]([CH:10]=[CH:11][C:12]=1[O:13][CH:14]([CH3:16])[CH3:15])[CH:8]=O.[OH-].[Na+].CC1C=CC(S(NCl)(=O)=O)=CC=1.[C:31]([OH:35])(=[O:34])[C:32]#[CH:33].Cl. (7) Given the product [CH3:12][N:7]1[C:6]2[C:13]([O:14][C:15]3[CH:20]=[CH:19][CH:18]=[CH:17][CH:16]=3)=[C:2]([C:26]3[C:25]4[CH:37]=[CH:38][N:39]([S:40]([C:43]5[CH:48]=[CH:47][C:46]([CH3:49])=[CH:45][CH:44]=5)(=[O:42])=[O:41])[C:24]=4[C:23](=[O:50])[N:22]([CH3:21])[CH:27]=3)[CH:3]=[CH:4][C:5]=2[O:10][CH2:9][C:8]1=[O:11], predict the reactants needed to synthesize it. The reactants are: Br[C:2]1[CH:3]=[CH:4][C:5]2[O:10][CH2:9][C:8](=[O:11])[N:7]([CH3:12])[C:6]=2[C:13]=1[O:14][C:15]1[CH:20]=[CH:19][CH:18]=[CH:17][CH:16]=1.[CH3:21][N:22]1[CH:27]=[C:26](B2OC(C)(C)C(C)(C)O2)[C:25]2[CH:37]=[CH:38][N:39]([S:40]([C:43]3[CH:48]=[CH:47][C:46]([CH3:49])=[CH:45][CH:44]=3)(=[O:42])=[O:41])[C:24]=2[C:23]1=[O:50]. (8) Given the product [CH:33]([C:30]1[CH:29]=[C:16]([CH:15]=[CH:14][C:13]=1[O:12][CH3:11])[CH2:17][N:18]1[C:22](=[O:23])[C:21]2=[CH:24][CH:25]=[CH:26][CH:27]=[C:20]2[C:19]1=[O:28])=[O:34], predict the reactants needed to synthesize it. The reactants are: C1N2CN3CN(C2)CN1C3.[CH3:11][O:12][C:13]1[CH:30]=[CH:29][C:16]([CH2:17][N:18]2[C:22](=[O:23])[C:21]3=[CH:24][CH:25]=[CH:26][CH:27]=[C:20]3[C:19]2=[O:28])=[CH:15][CH:14]=1.FC(F)(F)[C:33](O)=[O:34].C(=O)([O-])[O-].[K+].[K+]. (9) Given the product [OH:44][C@H:43]([CH2:42][OH:41])[CH2:45][CH2:46][NH:47][C:35]([CH:16]1[CH:15]([C:11]2[CH:12]=[CH:13][CH:14]=[C:9]([Cl:8])[C:10]=2[F:38])[C:19]([C:22]2[CH:27]=[CH:26][C:25]([Cl:28])=[CH:24][C:23]=2[F:29])([C:20]#[N:21])[CH:18]([CH2:30][C:31]([CH3:34])([CH3:32])[CH3:33])[NH:17]1)=[O:37], predict the reactants needed to synthesize it. The reactants are: FC(F)(F)C(O)=O.[Cl:8][C:9]1[C:10]([F:38])=[C:11]([CH:15]2[C:19]([C:22]3[CH:27]=[CH:26][C:25]([Cl:28])=[CH:24][C:23]=3[F:29])([C:20]#[N:21])[CH:18]([CH2:30][C:31]([CH3:34])([CH3:33])[CH3:32])[NH:17][CH:16]2[C:35]([OH:37])=O)[CH:12]=[CH:13][CH:14]=1.CC1(C)[O:44][C@@H:43]([CH2:45][CH2:46][NH2:47])[CH2:42][O:41]1.CN(C(ON1N=NC2C=CC=NC1=2)=[N+](C)C)C.F[P-](F)(F)(F)(F)F.CCN(C(C)C)C(C)C.Cl. (10) Given the product [CH2:1]([C:8]1[N:9]=[N:10][C:11]2[C:16]([C:17]=1[C:18]1[CH:19]=[C:20]([NH:24][CH2:36][C:34]3[CH:33]=[CH:32][CH:31]=[C:30]4[C:35]=3[N:27]([CH3:26])[CH:28]=[CH:29]4)[CH:21]=[CH:22][CH:23]=1)=[CH:15][CH:14]=[CH:13][C:12]=2[Cl:25])[C:2]1[CH:7]=[CH:6][CH:5]=[CH:4][CH:3]=1, predict the reactants needed to synthesize it. The reactants are: [CH2:1]([C:8]1[N:9]=[N:10][C:11]2[C:16]([C:17]=1[C:18]1[CH:19]=[C:20]([NH2:24])[CH:21]=[CH:22][CH:23]=1)=[CH:15][CH:14]=[CH:13][C:12]=2[Cl:25])[C:2]1[CH:7]=[CH:6][CH:5]=[CH:4][CH:3]=1.[CH3:26][N:27]1[C:35]2[C:30](=[CH:31][CH:32]=[CH:33][C:34]=2[CH:36]=O)[CH:29]=[CH:28]1.